From a dataset of Full USPTO retrosynthesis dataset with 1.9M reactions from patents (1976-2016). Predict the reactants needed to synthesize the given product. (1) Given the product [Cl:16][CH:8]1[C:9]2[C:5](=[C:4]([N+:1]([O-:3])=[O:2])[CH:12]=[CH:11][CH:10]=2)[CH2:6][CH2:7]1, predict the reactants needed to synthesize it. The reactants are: [N+:1]([C:4]1[CH:12]=[CH:11][CH:10]=[C:9]2[C:5]=1[CH2:6][CH2:7][CH:8]2O)([O-:3])=[O:2].O=S(Cl)[Cl:16]. (2) Given the product [CH3:1][N:2]1[C:7]2=[CH:8][NH:9][C:10]([C:11]3[N:24]=[C:25]([CH3:28])[S:26][CH:12]=3)=[C:6]2[C:5](=[O:19])[N:4]([CH3:20])[C:3]1=[O:21], predict the reactants needed to synthesize it. The reactants are: [CH3:1][N:2]1[C:7]2=[CH:8][NH:9][C:10]([C:11]3[CH:12]=C(C=CC=3)C#N)=[C:6]2[C:5](=[O:19])[N:4]([CH3:20])[C:3]1=[O:21].BrC1[N:24]=[C:25]([CH3:28])[S:26]C=1. (3) Given the product [F:21][C:18]([F:19])([F:20])[C:14]1[CH:13]=[C:12]([CH:17]=[CH:16][CH:15]=1)[O:11][C:7]1[CH:8]=[CH:9][N:35]=[C:33]([C:32]2[CH:31]=[CH:30][C:29]([C:28]([F:27])([F:38])[F:39])=[CH:37][CH:36]=2)[N:34]=1, predict the reactants needed to synthesize it. The reactants are: FC(F)(F)C1C=C(C=CC=1)O[C:7]([O:11][C:12]1[CH:17]=[CH:16][CH:15]=[C:14]([C:18]([F:21])([F:20])[F:19])[CH:13]=1)=[CH:8][CH:9]=O.[F:27][C:28]([F:39])([F:38])[C:29]1[CH:37]=[CH:36][C:32]([C:33]([NH2:35])=[NH:34])=[CH:31][CH:30]=1.C(=O)([O-])[O-].[K+].[K+]. (4) Given the product [NH2:1][C:2]1[C:3]([F:32])=[CH:4][C:5]([CH2:6][C@H:7]2[C@H:15]3[C@@H:11]([N:12]([CH2:17][C:18]4[CH:23]=[CH:22][CH:21]=[C:20]([C:24]([CH3:26])([CH3:27])[CH3:25])[CH:19]=4)[C:13](=[O:16])[O:14]3)[CH2:10][S:9](=[O:28])(=[O:29])[CH2:8]2)=[CH:30][C:31]=1[Cl:33], predict the reactants needed to synthesize it. The reactants are: [NH2:1][C:2]1[CH:31]=[CH:30][C:5]([CH2:6][C@H:7]2[C@H:15]3[C@@H:11]([N:12]([CH2:17][C:18]4[CH:23]=[CH:22][CH:21]=[C:20]([C:24]([CH3:27])([CH3:26])[CH3:25])[CH:19]=4)[C:13](=[O:16])[O:14]3)[CH2:10][S:9](=[O:29])(=[O:28])[CH2:8]2)=[CH:4][C:3]=1[F:32].[Cl:33]N1C(=O)CCC1=O. (5) Given the product [C:42]([N:5]1[C:6]2[C:11](=[CH:10][C:9]([O:26][CH:27]3[CH2:28][CH2:29][O:30][CH2:31][CH2:32]3)=[CH:8][CH:7]=2)[C@H:12]([NH:15][C:16](=[O:25])[O:17][CH2:18][C:19]2[CH:20]=[CH:21][CH:22]=[CH:23][CH:24]=2)[C@@H:13]([CH3:14])[C@@H:4]1[CH:1]1[CH2:3][CH2:2]1)(=[O:44])[CH3:43], predict the reactants needed to synthesize it. The reactants are: [CH:1]1([C@H:4]2[C@H:13]([CH3:14])[C@@H:12]([NH:15][C:16](=[O:25])[O:17][CH2:18][C:19]3[CH:24]=[CH:23][CH:22]=[CH:21][CH:20]=3)[C:11]3[C:6](=[CH:7][CH:8]=[C:9]([O:26][CH:27]4[CH2:32][CH2:31][O:30][CH2:29][CH2:28]4)[CH:10]=3)[NH:5]2)[CH2:3][CH2:2]1.CCN(C(C)C)C(C)C.[C:42](Cl)(=[O:44])[CH3:43].